Dataset: NCI-60 drug combinations with 297,098 pairs across 59 cell lines. Task: Regression. Given two drug SMILES strings and cell line genomic features, predict the synergy score measuring deviation from expected non-interaction effect. Drug 1: C1=C(C(=O)NC(=O)N1)F. Drug 2: C1=CC(=CC=C1CC(C(=O)O)N)N(CCCl)CCCl.Cl. Cell line: SF-539. Synergy scores: CSS=46.3, Synergy_ZIP=-10.4, Synergy_Bliss=-13.8, Synergy_Loewe=-12.6, Synergy_HSA=-10.2.